The task is: Predict the product of the given reaction.. This data is from Forward reaction prediction with 1.9M reactions from USPTO patents (1976-2016). (1) Given the reactants [CH3:1][O:2][C:3]1[CH:12]=[C:11]2[C:6]([CH:7]=[CH:8][C:9](=[O:13])[NH:10]2)=[CH:5][CH:4]=1.[H-].[Na+].CS(O[CH2:21][CH:22]1[CH2:27][CH2:26][N:25]([C:28]([O:30][C:31]([CH3:34])([CH3:33])[CH3:32])=[O:29])[CH2:24][CH2:23]1)(=O)=O, predict the reaction product. The product is: [C:31]([O:30][C:28]([N:25]1[CH2:26][CH2:27][CH:22]([CH2:21][O:13][C:9]2[CH:8]=[CH:7][C:6]3[C:11](=[CH:12][C:3]([O:2][CH3:1])=[CH:4][CH:5]=3)[N:10]=2)[CH2:23][CH2:24]1)=[O:29])([CH3:34])([CH3:32])[CH3:33]. (2) Given the reactants N1C=CN=C1.[C:6]([O:10][C:11](=[O:22])[NH:12][CH2:13][C:14]1[CH:19]=[CH:18][CH:17]=[C:16]([CH2:20]O)[CH:15]=1)([CH3:9])([CH3:8])[CH3:7].[I:23]I.C(OCC)(=O)C.ClCCl, predict the reaction product. The product is: [C:6]([O:10][C:11](=[O:22])[NH:12][CH2:13][C:14]1[CH:19]=[CH:18][CH:17]=[C:16]([CH2:20][I:23])[CH:15]=1)([CH3:9])([CH3:8])[CH3:7]. (3) Given the reactants [NH2:1][CH2:2][CH2:3][N:4]1[CH:12]=[C:11]2[C:6]([N:7]=[C:8]([C:26]3[CH:31]=[CH:30][C:29]([F:32])=[CH:28][CH:27]=3)[C:9]([C:20]3[CH:25]=[CH:24][N:23]=[CH:22][CH:21]=3)=[C:10]2[C:13]2[CH:18]=[CH:17][C:16]([F:19])=[CH:15][CH:14]=2)=[N:5]1.[Cl:33][CH2:34][C:35](Cl)=[O:36], predict the reaction product. The product is: [F:19][C:16]1[CH:17]=[CH:18][C:13]([C:10]2[C:11]3[C:6](=[N:5][N:4]([CH2:3][CH2:2][NH:1][C:35](=[O:36])[CH2:34][Cl:33])[CH:12]=3)[N:7]=[C:8]([C:26]3[CH:27]=[CH:28][C:29]([F:32])=[CH:30][CH:31]=3)[C:9]=2[C:20]2[CH:25]=[CH:24][N:23]=[CH:22][CH:21]=2)=[CH:14][CH:15]=1. (4) Given the reactants [Cl:1][C:2]1[C:7]2[N:8]=[C:9]([C:11]3[CH:16]=[CH:15][C:14]([O:17]C)=[CH:13][C:12]=3[Cl:19])[O:10][C:6]=2[CH:5]=[C:4]([O:20]C)[CH:3]=1.B(Br)(Br)Br.CO, predict the reaction product. The product is: [Cl:1][C:2]1[C:7]2[N:8]=[C:9]([C:11]3[CH:16]=[CH:15][C:14]([OH:17])=[CH:13][C:12]=3[Cl:19])[O:10][C:6]=2[CH:5]=[C:4]([OH:20])[CH:3]=1. (5) Given the reactants [NH2:1][CH2:2][CH2:3][O:4][C@:5]([C@@H:16]1[CH2:21][CH2:20][CH2:19][N:18]([C:22]([O:24][C:25]([CH3:28])([CH3:27])[CH3:26])=[O:23])[CH2:17]1)([C:9]1[CH:14]=[CH:13][CH:12]=[C:11]([Cl:15])[CH:10]=1)[CH2:6][CH2:7][CH3:8].CCN(CC)CC.Cl[C:37]([O:39][CH3:40])=[O:38].O, predict the reaction product. The product is: [Cl:15][C:11]1[CH:10]=[C:9]([C@@:5]([C@@H:16]2[CH2:21][CH2:20][CH2:19][N:18]([C:22]([O:24][C:25]([CH3:27])([CH3:26])[CH3:28])=[O:23])[CH2:17]2)([O:4][CH2:3][CH2:2][NH:1][C:37]([O:39][CH3:40])=[O:38])[CH2:6][CH2:7][CH3:8])[CH:14]=[CH:13][CH:12]=1. (6) Given the reactants [NH:1]([C:5]1[CH:14]=[C:13]([C:15]([NH:17][N:18]=[C:19]([C:21]2[C:25]([OH:26])=[C:24]([C:27]3[CH:32]=[CH:31][C:30]([C:33]([CH3:36])([CH3:35])[CH3:34])=[CH:29][CH:28]=3)[S:23][CH:22]=2)[CH3:20])=[O:16])[CH:12]=[CH:11][C:6]=1[C:7]([O:9]C)=[O:8])[C:2]([CH3:4])=[O:3].[OH-].[Na+].Cl, predict the reaction product. The product is: [NH:1]([C:5]1[CH:14]=[C:13]([C:15]([NH:17][N:18]=[C:19]([C:21]2[C:25]([OH:26])=[C:24]([C:27]3[CH:28]=[CH:29][C:30]([C:33]([CH3:36])([CH3:35])[CH3:34])=[CH:31][CH:32]=3)[S:23][CH:22]=2)[CH3:20])=[O:16])[CH:12]=[CH:11][C:6]=1[C:7]([OH:9])=[O:8])[C:2]([CH3:4])=[O:3]. (7) Given the reactants [Cl:1][C:2]1[CH:7]=[CH:6][C:5]([C:8]2[N:9]([C:18]3[CH:23]=[CH:22][CH:21]=[CH:20][C:19]=3[Cl:24])[N:10]=[C:11]3[C:16]([OH:17])=[N:15][CH:14]=[N:13][C:12]=23)=[CH:4][CH:3]=1.I[CH2:26][C:27]([F:30])([F:29])[F:28].C([O-])([O-])=O.[Cs+].[Cs+], predict the reaction product. The product is: [Cl:1][C:2]1[CH:7]=[CH:6][C:5]([C:8]2[N:9]([C:18]3[CH:23]=[CH:22][CH:21]=[CH:20][C:19]=3[Cl:24])[N:10]=[C:11]3[C:16](=[O:17])[N:15]([CH2:26][C:27]([F:30])([F:29])[F:28])[CH:14]=[N:13][C:12]=23)=[CH:4][CH:3]=1. (8) The product is: [CH:20]1(/[CH:26]=[CH:27]/[C:8]2[C:7]([C:14]#[N:15])=[C:6]([OH:16])[C:5]([OH:4])=[CH:10][C:9]=2[C:11]#[N:12])[CH2:25][CH2:24][CH2:23][CH2:22][CH2:21]1. Given the reactants C([O:4][C:5]1[CH:10]=[C:9]([C:11]#[N:12])[C:8](Br)=[C:7]([C:14]#[N:15])[C:6]=1[O:16]C(=O)C)(=O)C.[CH:20]1([CH:26]=[CH:27]B(O)O)[CH2:25][CH2:24][CH2:23][CH2:22][CH2:21]1, predict the reaction product. (9) The product is: [CH2:1]([O:5][CH2:6][CH2:7][O:8][C:9]1[CH:14]=[CH:13][C:12]([C:15]2[CH:16]=[CH:17][C:18]3[N:24]([CH2:25][CH:26]([CH3:27])[CH3:28])[CH2:23][CH2:22][C:21]([C:29]([NH:31][C:32]4[CH:33]=[CH:34][C:35]([S:38]([C:39]5[N:44]6[CH:45]=[CH:46][N:47]=[C:43]6[CH:42]=[CH:41][CH:40]=5)=[O:57])=[CH:36][CH:37]=4)=[O:30])=[CH:20][C:19]=3[CH:48]=2)=[CH:11][CH:10]=1)[CH2:2][CH2:3][CH3:4]. Given the reactants [CH2:1]([O:5][CH2:6][CH2:7][O:8][C:9]1[CH:14]=[CH:13][C:12]([C:15]2[CH:16]=[CH:17][C:18]3[N:24]([CH2:25][CH:26]([CH3:28])[CH3:27])[CH2:23][CH2:22][C:21]([C:29]([NH:31][C:32]4[CH:37]=[CH:36][C:35]([S:38][C:39]5[N:44]6[CH:45]=[CH:46][N:47]=[C:43]6[CH:42]=[CH:41][CH:40]=5)=[CH:34][CH:33]=4)=[O:30])=[CH:20][C:19]=3[CH:48]=2)=[CH:11][CH:10]=1)[CH2:2][CH2:3][CH3:4].ClC1C=CC=C(C(OO)=[O:57])C=1.S([O-])([O-])(=O)=S.[Na+].[Na+], predict the reaction product. (10) Given the reactants ClC1C=CC=C(F)C=1[C:9]1[N:10]=[C:11]([C:17]2[C:18]([CH3:26])=[N:19][N:20]3[CH:25]=[CH:24][CH:23]=[CH:22][C:21]=23)[S:12][C:13]=1[C:14]([OH:16])=[O:15].[F:27][C:28]1[C:33]([F:34])=[CH:32][CH:31]=[C:30]([O:35][CH3:36])[C:29]=1B(O)O, predict the reaction product. The product is: [F:27][C:28]1[C:33]([F:34])=[CH:32][CH:31]=[C:30]([O:35][CH3:36])[C:29]=1[C:9]1[N:10]=[C:11]([C:17]2[C:18]([CH3:26])=[N:19][N:20]3[CH:25]=[CH:24][CH:23]=[CH:22][C:21]=23)[S:12][C:13]=1[C:14]([OH:16])=[O:15].